Dataset: Catalyst prediction with 721,799 reactions and 888 catalyst types from USPTO. Task: Predict which catalyst facilitates the given reaction. (1) Reactant: C([O:3][C:4]([C:6]1[CH:7]=[C:8]([C:12]2[C:13]([C:18]3[CH:23]=[CH:22][CH:21]=[CH:20][C:19]=3[O:24][CH2:25][C:26]3[CH:31]=[CH:30][CH:29]=[CH:28][CH:27]=3)=[CH:14][CH:15]=[CH:16][CH:17]=2)[CH:9]=[CH:10][CH:11]=1)=[O:5])C.[OH-].[Na+].O. Product: [CH2:25]([O:24][C:19]1[CH:20]=[CH:21][CH:22]=[CH:23][C:18]=1[C:13]1[C:12]([C:8]2[CH:9]=[CH:10][CH:11]=[C:6]([C:4]([OH:5])=[O:3])[CH:7]=2)=[CH:17][CH:16]=[CH:15][CH:14]=1)[C:26]1[CH:31]=[CH:30][CH:29]=[CH:28][CH:27]=1. The catalyst class is: 8. (2) Reactant: [CH2:1]=[CH:2][CH2:3][CH2:4][CH2:5][CH2:6][CH2:7]C.[CH:9]([OH:11])=O.[OH:12]O. Product: [CH2:9]([OH:11])[CH:7]([OH:12])[CH2:6][CH2:5][CH2:4][CH2:3][CH2:2][CH3:1]. The catalyst class is: 8. (3) Reactant: [Cl:1][C:2]1[CH:3]=[C:4]([C:12]2[S:13][C:14]([C:17]3[C:18]([CH2:36][CH3:37])=[C:19]([CH2:23][CH2:24][N:25]4[CH2:30][CH2:29][CH:28]([C:31]([O:33]CC)=[O:32])[CH2:27][CH2:26]4)[CH:20]=[CH:21][CH:22]=3)=[CH:15][N:16]=2)[CH:5]=[CH:6][C:7]=1[O:8][CH:9]([CH3:11])[CH3:10].[OH-].[Na+]. Product: [Cl:1][C:2]1[CH:3]=[C:4]([C:12]2[S:13][C:14]([C:17]3[C:18]([CH2:36][CH3:37])=[C:19]([CH2:23][CH2:24][N:25]4[CH2:26][CH2:27][CH:28]([C:31]([OH:33])=[O:32])[CH2:29][CH2:30]4)[CH:20]=[CH:21][CH:22]=3)=[CH:15][N:16]=2)[CH:5]=[CH:6][C:7]=1[O:8][CH:9]([CH3:11])[CH3:10]. The catalyst class is: 252.